Dataset: Reaction yield outcomes from USPTO patents with 853,638 reactions. Task: Predict the reaction yield, written as a fraction of the theoretical maximum amount of product (1.0 means a 100% yield; for example, 0.34 means a 34% yield). (1) The reactants are [I:1][C:2]1[CH:7]=[CH:6][C:5]([C:8]2[N:9]=[C:10]([C@H:14]([NH:16][CH3:17])[CH3:15])[N:11]([CH3:13])[CH:12]=2)=[CH:4][CH:3]=1.Cl[C:19]([O:21][CH3:22])=[O:20].C([O-])([O-])=O.[Na+].[Na+].C1COCC1. The catalyst is O.CCOC(C)=O. The product is [I:1][C:2]1[CH:3]=[CH:4][C:5]([C:8]2[N:9]=[C:10]([C@H:14]([N:16]([CH3:17])[C:19](=[O:20])[O:21][CH3:22])[CH3:15])[N:11]([CH3:13])[CH:12]=2)=[CH:6][CH:7]=1. The yield is 0.410. (2) The reactants are [N+:1]([C:4]1[CH:5]=[C:6]2[C:12](=[CH:13][CH:14]=1)[CH:11]1[CH2:15][CH:7]2[CH2:8][NH:9][CH2:10]1)([O-:3])=[O:2].C(=O)([O-])[O-].[K+].[K+].[CH2:22](I)[CH3:23]. The catalyst is CC(C)=O. The product is [CH2:22]([N:9]1[CH2:8][CH:7]2[CH2:15][CH:11]([C:12]3[C:6]2=[CH:5][C:4]([N+:1]([O-:3])=[O:2])=[CH:14][CH:13]=3)[CH2:10]1)[CH3:23]. The yield is 0.820. (3) The reactants are [NH2:1][C:2]1[C:7]([Br:8])=[CH:6][C:5]([CH3:9])=[CH:4][N:3]=1.[F:10][C:11]1[CH:16]=[CH:15][C:14](I)=[CH:13][CH:12]=1.CC([O-])(C)C.[Na+]. The catalyst is C(O)(C)(C)C.C(O[Pd]OC(=O)C)(=O)C.CC1(C)C2C=CC=C(P(C3C=CC=CC=3)C3C=CC=CC=3)C=2OC2C1=CC=CC=2P(C1C=CC=CC=1)C1C=CC=CC=1. The product is [Br:8][C:7]1[C:2]([NH:1][C:14]2[CH:15]=[CH:16][C:11]([F:10])=[CH:12][CH:13]=2)=[N:3][CH:4]=[C:5]([CH3:9])[CH:6]=1. The yield is 0.450. (4) The reactants are B1([C:10]2[CH:15]=[CH:14][C:13]([S:16]([NH2:19])(=[O:18])=[O:17])=[CH:12][CH:11]=2)OC(C)(C)C(C)(C)O1.I[C:21]1[C:29]2[C:24](=[N:25][CH:26]=[N:27][C:28]=2[NH2:30])[N:23]([CH:31]([CH3:33])[CH3:32])[N:22]=1.C([O-])([O-])=O.[Na+].[Na+]. The catalyst is CCO.COCCOC.C1C=CC([P]([Pd]([P](C2C=CC=CC=2)(C2C=CC=CC=2)C2C=CC=CC=2)([P](C2C=CC=CC=2)(C2C=CC=CC=2)C2C=CC=CC=2)[P](C2C=CC=CC=2)(C2C=CC=CC=2)C2C=CC=CC=2)(C2C=CC=CC=2)C2C=CC=CC=2)=CC=1. The product is [NH2:30][C:28]1[N:27]=[CH:26][N:25]=[C:24]2[N:23]([CH:31]([CH3:33])[CH3:32])[N:22]=[C:21]([C:10]3[CH:11]=[CH:12][C:13]([S:16]([NH2:19])(=[O:17])=[O:18])=[CH:14][CH:15]=3)[C:29]=12. The yield is 0.100. (5) The reactants are [CH3:1][O:2][C:3]1[N:8]=[C:7]([N:9]2[CH2:14][CH2:13][O:12][CH2:11][CH2:10]2)[CH:6]=[CH:5][C:4]=1[N+:15]([O-])=O.[H][H]. The catalyst is CCOC(C)=O.CCO.[Pd]. The product is [CH3:1][O:2][C:3]1[C:4]([NH2:15])=[CH:5][CH:6]=[C:7]([N:9]2[CH2:14][CH2:13][O:12][CH2:11][CH2:10]2)[N:8]=1. The yield is 0.990.